The task is: Predict the product of the given reaction.. This data is from Forward reaction prediction with 1.9M reactions from USPTO patents (1976-2016). The product is: [F:12][C:13]1([F:17])[CH2:16][N:15]([C:2]2[N:7]=[C:6]([CH3:8])[C:5]([N+:9]([O-:11])=[O:10])=[CH:4][CH:3]=2)[CH2:14]1. Given the reactants Cl[C:2]1[N:7]=[C:6]([CH3:8])[C:5]([N+:9]([O-:11])=[O:10])=[CH:4][CH:3]=1.[F:12][C:13]1([F:17])[CH2:16][NH:15][CH2:14]1, predict the reaction product.